This data is from Forward reaction prediction with 1.9M reactions from USPTO patents (1976-2016). The task is: Predict the product of the given reaction. (1) The product is: [CH3:17][O:21][N:22]([CH3:23])[C:11]([C:7]1[CH:6]=[C:5]2[C:10](=[CH:9][CH:8]=1)[N:1]=[CH:2][CH:3]=[N:4]2)=[O:13]. Given the reactants [N:1]1[C:10]2[C:5](=[CH:6][C:7]([C:11]([OH:13])=O)=[CH:8][CH:9]=2)[N:4]=[CH:3][CH:2]=1.CN([C:17]([O:21][N:22]1N=NC2C=CC=N[C:23]1=2)=[N+](C)C)C.F[P-](F)(F)(F)(F)F.CCN(C(C)C)C(C)C.Cl.CONC, predict the reaction product. (2) The product is: [Cl:1][C:2]1[CH:7]=[CH:6][C:5]([CH2:8][CH2:9][C:10]2[CH:15]=[CH:14][C:13]([NH2:16])=[CH:12][CH:11]=2)=[CH:4][C:3]=1[C:19]([F:20])([F:21])[F:22]. Given the reactants [Cl:1][C:2]1[CH:7]=[CH:6][C:5](/[CH:8]=[CH:9]/[C:10]2[CH:15]=[CH:14][C:13]([N+:16]([O-])=O)=[CH:12][CH:11]=2)=[CH:4][C:3]=1[C:19]([F:22])([F:21])[F:20], predict the reaction product.